This data is from Catalyst prediction with 721,799 reactions and 888 catalyst types from USPTO. The task is: Predict which catalyst facilitates the given reaction. (1) Reactant: [C:1]([O:5][C:6]([N:8]1[CH2:13][CH2:12][CH:11]([C:14]2[C:19](Cl)=[N:18][CH:17]=[CH:16][N:15]=2)[CH2:10][CH2:9]1)=[O:7])([CH3:4])([CH3:3])[CH3:2].C[C:22]1[CH:23]=[C:24](B(O)O)[CH:25]=[CH:26][CH:27]=1.C([O-])([O-])=O.[Na+].[Na+].O. Product: [C:1]([O:5][C:6]([N:8]1[CH2:13][CH2:12][CH:11]([C:14]2[C:19]([C:22]3[CH:23]=[CH:24][CH:25]=[CH:26][CH:27]=3)=[N:18][CH:17]=[CH:16][N:15]=2)[CH2:10][CH2:9]1)=[O:7])([CH3:4])([CH3:3])[CH3:2]. The catalyst class is: 75. (2) Product: [CH3:19][C:3]1[C:2]([OH:1])=[CH:17][C:16]2[C:8]([C:10]3[CH:15]=[CH:14][CH:13]=[CH:12][CH:11]=3)=[CH:7][O:6][C:5]=2[C:4]=1[CH3:18]. The catalyst class is: 113. Reactant: [OH:1][C:2]1[CH:17]=[CH:16][C:5]([O:6][CH2:7][C:8]([C:10]2[CH:15]=[CH:14][CH:13]=[CH:12][CH:11]=2)=O)=[C:4]([CH3:18])[C:3]=1[CH3:19].O. (3) Reactant: [Cl-].O[NH3+:3].[C:4](=[O:7])([O-])[OH:5].[Na+].CS(C)=O.[F:13][C:14]1[CH:15]=[C:16]([C:40]2[C:41]([C:46]#[N:47])=[CH:42][CH:43]=[CH:44][CH:45]=2)[CH:17]=[CH:18][C:19]=1[CH2:20][C:21]1[C:22](=[O:39])[N:23]([CH:33]2[CH2:38][CH2:37][O:36][CH2:35][CH2:34]2)[C:24]2[N:25]([N:30]=[CH:31][N:32]=2)[C:26]=1[CH2:27][CH2:28][CH3:29]. Product: [F:13][C:14]1[CH:15]=[C:16]([C:40]2[CH:45]=[CH:44][CH:43]=[CH:42][C:41]=2[C:46]2[NH:3][C:4](=[O:7])[O:5][N:47]=2)[CH:17]=[CH:18][C:19]=1[CH2:20][C:21]1[C:22](=[O:39])[N:23]([CH:33]2[CH2:38][CH2:37][O:36][CH2:35][CH2:34]2)[C:24]2[N:25]([N:30]=[CH:31][N:32]=2)[C:26]=1[CH2:27][CH2:28][CH3:29]. The catalyst class is: 13. (4) Reactant: [Cl:1][C:2]1[N:7]=[CH:6][C:5]([C@@H:8]([OH:31])[CH2:9][NH:10][CH2:11][CH2:12][CH2:13][C:14]2[CH:19]=[CH:18][C:17]([C:20]3[CH:25]=[CH:24][C:23]([C:26]([O:28]CC)=[O:27])=[CH:22][CH:21]=3)=[CH:16][CH:15]=2)=[CH:4][CH:3]=1.[C:32](O[C:32]([O:34][C:35]([CH3:38])([CH3:37])[CH3:36])=[O:33])([O:34][C:35]([CH3:38])([CH3:37])[CH3:36])=[O:33]. Product: [C:35]([O:34][C:32]([N:10]([CH2:9][C@@H:8]([C:5]1[CH:6]=[N:7][C:2]([Cl:1])=[CH:3][CH:4]=1)[OH:31])[CH2:11][CH2:12][CH2:13][C:14]1[CH:15]=[CH:16][C:17]([C:20]2[CH:21]=[CH:22][C:23]([C:26]([OH:28])=[O:27])=[CH:24][CH:25]=2)=[CH:18][CH:19]=1)=[O:33])([CH3:38])([CH3:37])[CH3:36]. The catalyst class is: 7. (5) Reactant: [NH2:1][C:2]1[CH:3]=[C:4]([C:8]2[CH:16]=[CH:15][C:14]([C:17]([NH2:19])=[O:18])=[C:13]3[C:9]=2[CH:10]=[C:11]([CH2:20][CH2:21][O:22]CC)[NH:12]3)[CH:5]=[CH:6][CH:7]=1.BrB(Br)Br.C([O-])(O)=O.[Na+]. Product: [NH2:1][C:2]1[CH:3]=[C:4]([C:8]2[CH:16]=[CH:15][C:14]([C:17]([NH2:19])=[O:18])=[C:13]3[C:9]=2[CH:10]=[C:11]([CH2:20][CH2:21][OH:22])[NH:12]3)[CH:5]=[CH:6][CH:7]=1. The catalyst class is: 2. (6) Reactant: [CH2:1]([O:8][C:9]([NH:11][C:12]1[CH:13]=[C:14]([CH:18]=[C:19]([C:21]([F:24])([F:23])[F:22])[CH:20]=1)[C:15]([OH:17])=[O:16])=[O:10])[C:2]1[CH:7]=[CH:6][CH:5]=[CH:4][CH:3]=1.S(Cl)(Cl)=O.[CH3:29]O. Product: [CH3:29][O:16][C:15](=[O:17])[C:14]1[CH:18]=[C:19]([C:21]([F:22])([F:23])[F:24])[CH:20]=[C:12]([NH:11][C:9]([O:8][CH2:1][C:2]2[CH:3]=[CH:4][CH:5]=[CH:6][CH:7]=2)=[O:10])[CH:13]=1. The catalyst class is: 84. (7) Reactant: [Si]([O:8][C@H:9]([C:47]1[CH:56]=[CH:55][C:54]([OH:57])=[C:53]2[C:48]=1[CH:49]=[CH:50][C:51](=[O:58])[NH:52]2)[CH2:10][NH:11][CH2:12][CH2:13][CH2:14][CH2:15][CH2:16][CH2:17][CH2:18][CH2:19][CH2:20][N:21]1[CH2:26][CH2:25][CH:24]([CH2:27][N:28]2[CH:32]=[N:31][C:30]([C@:33]([CH:41]3[CH2:46][CH2:45][CH2:44][CH2:43][CH2:42]3)([OH:40])[C:34]3[CH:39]=[CH:38][CH:37]=[CH:36][CH:35]=3)=[N:29]2)[CH2:23][CH2:22]1)(C(C)(C)C)(C)C.[F-].[NH4+]. Product: [NH3:11].[CH:41]1([C@@:33]([OH:40])([C:34]2[CH:39]=[CH:38][CH:37]=[CH:36][CH:35]=2)[C:30]2[N:31]=[CH:32][N:28]([CH2:27][CH:24]3[CH2:25][CH2:26][N:21]([CH2:20][CH2:19][CH2:18][CH2:17][CH2:16][CH2:15][CH2:14][CH2:13][CH2:12][NH:11][CH2:10][C@@H:9]([C:47]4[CH:56]=[CH:55][C:54]([OH:57])=[C:53]5[C:48]=4[CH:49]=[CH:50][C:51](=[O:58])[NH:52]5)[OH:8])[CH2:22][CH2:23]3)[N:29]=2)[CH2:46][CH2:45][CH2:44][CH2:43][CH2:42]1. The catalyst class is: 5. (8) Reactant: [CH3:1][O:2][CH:3]1[C:8](=O)[CH2:7][CH2:6][N:5]([C:10]([O:12][CH2:13][CH3:14])=[O:11])[CH2:4]1.[C:15]1([CH2:21][N:22]([CH2:27][C:28]2[CH:33]=[CH:32][CH:31]=[CH:30][CH:29]=2)[CH2:23][CH2:24][CH2:25][NH2:26])[CH:20]=[CH:19][CH:18]=[CH:17][CH:16]=1.S1C=CC=C1.[H][H]. Product: [C:28]1([CH2:27][N:22]([CH2:21][C:15]2[CH:20]=[CH:19][CH:18]=[CH:17][CH:16]=2)[CH2:23][CH2:24][CH2:25][NH:26][CH:8]2[CH2:7][CH2:6][N:5]([C:10]([O:12][CH2:13][CH3:14])=[O:11])[CH2:4][CH:3]2[O:2][CH3:1])[CH:29]=[CH:30][CH:31]=[CH:32][CH:33]=1. The catalyst class is: 465. (9) Reactant: [CH3:1][O:2][N:3]([CH3:18])[C:4]1[N:9]=[C:8]([NH:10][CH2:11][CH2:12][CH3:13])[N:7]=[C:6]([NH:14][CH2:15][C:16]#[CH:17])[N:5]=1.[OH:19][S:20]([OH:23])(=[O:22])=[O:21]. Product: [S:20]([OH:23])([OH:22])(=[O:21])=[O:19].[CH3:1][O:2][N:3]([CH3:18])[C:4]1[N:5]=[C:6]([NH:14][CH2:15][CH2:16][CH3:17])[N:7]=[C:8]([NH:10][CH2:11][C:12]#[CH:13])[N:9]=1. The catalyst class is: 311. (10) Reactant: [Si:1]([O:8][CH2:9][CH2:10][CH2:11][N:12]([CH2:25][CH2:26][N:27]1[CH2:32][CH2:31][S:30](=[O:34])(=[O:33])[CH2:29][CH2:28]1)S(C1C=CC=CC=1[N+]([O-])=O)(=O)=O)([C:4]([CH3:7])([CH3:6])[CH3:5])([CH3:3])[CH3:2].C1(S)C=CC=CC=1.C(=O)([O-])[O-].[K+].[K+]. Product: [Si:1]([O:8][CH2:9][CH2:10][CH2:11][NH:12][CH2:25][CH2:26][N:27]1[CH2:28][CH2:29][S:30](=[O:34])(=[O:33])[CH2:31][CH2:32]1)([C:4]([CH3:7])([CH3:5])[CH3:6])([CH3:3])[CH3:2]. The catalyst class is: 115.